From a dataset of Catalyst prediction with 721,799 reactions and 888 catalyst types from USPTO. Predict which catalyst facilitates the given reaction. Reactant: C([O:5][C:6](=[O:51])[C:7]([O:10]/[N:11]=[C:12](/[C:38]1[N:39]=[C:40]([NH:43]C(OC(C)(C)C)=O)[S:41][CH:42]=1)\[C:13]([NH:15][C@@H:16]1[C:19](=[O:20])[N:18]([S:21]([OH:24])(=[O:23])=[O:22])[C@@H:17]1[CH2:25][N:26]1[CH:30]=[C:29]([C:31]([O:33]C(C)(C)C)=[O:32])[N:28]=[N:27]1)=[O:14])([CH3:9])[CH3:8])(C)(C)C.C(O)(C(F)(F)F)=O. Product: [NH2:43][C:40]1[S:41][CH:42]=[C:38](/[C:12](=[N:11]/[O:10][C:7]([C:6]([OH:51])=[O:5])([CH3:9])[CH3:8])/[C:13]([NH:15][C@@H:16]2[C:19](=[O:20])[N:18]([S:21]([OH:24])(=[O:22])=[O:23])[C@@H:17]2[CH2:25][N:26]2[CH:30]=[C:29]([C:31]([OH:33])=[O:32])[N:28]=[N:27]2)=[O:14])[N:39]=1. The catalyst class is: 2.